Dataset: Forward reaction prediction with 1.9M reactions from USPTO patents (1976-2016). Task: Predict the product of the given reaction. (1) Given the reactants [NH2:1][C:2]1[N:10]=[CH:9][C:8]([Br:11])=[CH:7][C:3]=1[C:4]([OH:6])=O.[CH:12]1([C:15]([NH:17][NH2:18])=O)[CH2:14][CH2:13]1.O.C([O-])(O)=O.[Na+], predict the reaction product. The product is: [Br:11][C:8]1[CH:7]=[C:3]([C:4]2[O:6][C:15]([CH:12]3[CH2:14][CH2:13]3)=[N:17][N:18]=2)[C:2]([NH2:1])=[N:10][CH:9]=1. (2) Given the reactants [CH:1](Br)([CH3:3])[CH3:2].[N-:5]=[N+:6]=[N-:7].[Na+].[Br:9][C:10]1[N:11]=[C:12]([C:17]#[CH:18])[C:13]([NH2:16])=[N:14][CH:15]=1, predict the reaction product. The product is: [Br:9][C:10]1[N:11]=[C:12]([C:17]2[N:5]=[N:6][N:7]([CH:1]([CH3:3])[CH3:2])[CH:18]=2)[C:13]([NH2:16])=[N:14][CH:15]=1. (3) Given the reactants [CH3:1][O:2][C:3]1[CH:4]=[C:5]([N:12]2[CH2:17][CH2:16][CH:15]([N:18]3[CH2:23][CH2:22][NH:21][CH2:20][CH2:19]3)[CH2:14][CH2:13]2)[CH:6]=[CH:7][C:8]=1[N+:9]([O-:11])=[O:10].O1CCOCC1.[CH:30]([S:32]([CH3:35])(=[O:34])=[O:33])=[CH2:31].C([O-])([O-])=O.[Na+].[Na+], predict the reaction product. The product is: [CH3:1][O:2][C:3]1[CH:4]=[C:5]([N:12]2[CH2:13][CH2:14][CH:15]([N:18]3[CH2:19][CH2:20][N:21]([CH2:31][CH2:30][S:32]([CH3:35])(=[O:34])=[O:33])[CH2:22][CH2:23]3)[CH2:16][CH2:17]2)[CH:6]=[CH:7][C:8]=1[N+:9]([O-:11])=[O:10]. (4) Given the reactants [CH3:1][O:2][C:3](=[O:29])[CH2:4][C:5]1[CH:6]=[C:7]([C:13]2[CH:18]=[CH:17][C:16]([C:19]([F:22])([F:21])[F:20])=[CH:15][C:14]=2[CH2:23][NH:24][CH:25]2[CH2:28][CH2:27][CH2:26]2)[C:8]([O:11][CH3:12])=[CH:9][CH:10]=1.Cl[C:31]([O:33][CH2:34][C:35]1[CH:40]=[CH:39][CH:38]=[CH:37][CH:36]=1)=[O:32], predict the reaction product. The product is: [CH3:1][O:2][C:3](=[O:29])[CH2:4][C:5]1[CH:6]=[C:7]([C:13]2[CH:18]=[CH:17][C:16]([C:19]([F:22])([F:20])[F:21])=[CH:15][C:14]=2[CH2:23][N:24]([C:31]([O:33][CH2:34][C:35]2[CH:40]=[CH:39][CH:38]=[CH:37][CH:36]=2)=[O:32])[CH:25]2[CH2:26][CH2:27][CH2:28]2)[C:8]([O:11][CH3:12])=[CH:9][CH:10]=1. (5) Given the reactants O=P(Cl)(Cl)Cl.O1C2C=CC([C:15]3([C:18]([NH:20][C:21]4[CH:22]=[C:23]5[C:27](=[CH:28][CH:29]=4)[NH:26][C:25]([C:30]([CH3:33])([CH3:32])[CH3:31])=[CH:24]5)=[O:19])[CH2:17][CH2:16]3)=CC=2OC1.CN([CH:37]=[O:38])C, predict the reaction product. The product is: [C:30]([C:25]1[NH:26][C:27]2[C:23]([C:24]=1[CH:37]=[O:38])=[CH:22][C:21]([NH:20][C:18]([CH:15]1[CH2:17][CH2:16]1)=[O:19])=[CH:29][CH:28]=2)([CH3:33])([CH3:32])[CH3:31]. (6) Given the reactants [CH3:1][O:2][C:3](=[O:27])[CH2:4][O:5][C:6]1[CH:15]=[CH:14][C:13]([Cl:16])=[C:12]2[C:7]=1[C:8](=[O:26])[C:9]([CH2:18][C:19]1[CH:24]=[CH:23][C:22]([Cl:25])=[CH:21][CH:20]=1)=[C:10]([CH3:17])[NH:11]2.C(=O)([O-])[O-].[K+].[K+].Cl[CH:35]([F:37])[F:36], predict the reaction product. The product is: [CH3:1][O:2][C:3](=[O:27])[CH2:4][O:5][C:6]1[CH:15]=[CH:14][C:13]([Cl:16])=[C:12]2[C:7]=1[C:8]([O:26][CH:35]([F:37])[F:36])=[C:9]([CH2:18][C:19]1[CH:20]=[CH:21][C:22]([Cl:25])=[CH:23][CH:24]=1)[C:10]([CH3:17])=[N:11]2. (7) Given the reactants Cl.[NH2:2][CH2:3][C:4]1[CH:9]=[CH:8][C:7]([N:10]2[C:14]3=[N:15][CH:16]=[CH:17][CH:18]=[C:13]3[N:12]=[C:11]2[C:19]2[C:20]([NH2:25])=[N:21][CH:22]=[CH:23][CH:24]=2)=[CH:6][CH:5]=1.C(N(C(C)C)CC)(C)C.[N:35]([C:38]1[CH:43]=[CH:42][C:41]([O:44][CH3:45])=[CH:40][CH:39]=1)=[C:36]=[O:37].O, predict the reaction product. The product is: [NH2:25][C:20]1[C:19]([C:11]2[N:10]([C:7]3[CH:6]=[CH:5][C:4]([CH2:3][NH:2][C:36]([NH:35][C:38]4[CH:43]=[CH:42][C:41]([O:44][CH3:45])=[CH:40][CH:39]=4)=[O:37])=[CH:9][CH:8]=3)[C:14]3=[N:15][CH:16]=[CH:17][CH:18]=[C:13]3[N:12]=2)=[CH:24][CH:23]=[CH:22][N:21]=1.